Dataset: Forward reaction prediction with 1.9M reactions from USPTO patents (1976-2016). Task: Predict the product of the given reaction. (1) Given the reactants [C:1]1([CH:11]([C:13]2[CH:18]=[CH:17][CH:16]=[CH:15][C:14]=2[N+:19]([O-])=O)[OH:12])[C:10]2[C:5](=[CH:6][CH:7]=[CH:8][CH:9]=2)[CH:4]=[CH:3][CH:2]=1, predict the reaction product. The product is: [NH2:19][C:14]1[CH:15]=[CH:16][CH:17]=[CH:18][C:13]=1[CH:11]([C:1]1[C:10]2[C:5](=[CH:6][CH:7]=[CH:8][CH:9]=2)[CH:4]=[CH:3][CH:2]=1)[OH:12]. (2) Given the reactants [CH3:1][CH:2]1[CH2:7][N:6]([C:8]2[C:13]([Cl:14])=[CH:12][C:11]([Cl:15])=[CH:10][C:9]=2[Cl:16])[S:5](=[O:18])(=[O:17])[N:4]([CH2:19][C:20]([O:22]C)=[O:21])[CH2:3]1.[Li+].[OH-], predict the reaction product. The product is: [CH3:1][CH:2]1[CH2:7][N:6]([C:8]2[C:13]([Cl:14])=[CH:12][C:11]([Cl:15])=[CH:10][C:9]=2[Cl:16])[S:5](=[O:17])(=[O:18])[N:4]([CH2:19][C:20]([OH:22])=[O:21])[CH2:3]1. (3) Given the reactants N1CCC[C@H]1C(O)=O.[N:9]1([C:14]2[CH:21]=[CH:20][C:17]([CH:18]=O)=[CH:16][CH:15]=2)[CH:13]=[N:12][CH:11]=[N:10]1.N1(C2C=CC(CC(C(O)=O)C(O)=O)=CC=2)C=NC=N1.[CH3:41][C:42]1([CH3:50])[O:47][C:46](=[O:48])[CH2:45][C:44](=[O:49])[O:43]1.CC1NC(C)=C(C(OCC)=O)CC=1C(OCC)=O, predict the reaction product. The product is: [N:9]1([C:14]2[CH:21]=[CH:20][C:17]([CH2:18][CH:45]3[C:46](=[O:48])[O:47][C:42]([CH3:50])([CH3:41])[O:43][C:44]3=[O:49])=[CH:16][CH:15]=2)[CH:13]=[N:12][CH:11]=[N:10]1. (4) Given the reactants [CH3:1][C:2]1[N:7]=[C:6]([C:8]#N)[CH:5]=[C:4]([N+:10]([O-:12])=[O:11])[CH:3]=1.N([O-])=[O:14].[Na+].[OH2:17], predict the reaction product. The product is: [CH3:1][C:2]1[N:7]=[C:6]([C:8]([OH:14])=[O:17])[CH:5]=[C:4]([N+:10]([O-:12])=[O:11])[CH:3]=1. (5) Given the reactants C(N(CC)CC)C.[NH2:8][C@@H:9]1[CH2:15][CH2:14][C@@H:13]([C:16]2[CH:21]=[CH:20][CH:19]=[C:18]([F:22])[C:17]=2[F:23])[CH2:12][N:11]([CH2:24][CH2:25][S:26]([CH3:29])(=[O:28])=[O:27])[C:10]1=[O:30].Cl[C:32](OC1C=CC([N+]([O-])=O)=CC=1)=[O:33].Cl.Cl.[O:46]=[C:47]1[NH:55][C:50]2=[N:51][CH:52]=[CH:53][CH:54]=[C:49]2[N:48]1[CH:56]1[CH2:61][CH2:60][NH:59][CH2:58][CH2:57]1, predict the reaction product. The product is: [F:23][C:17]1[C:18]([F:22])=[CH:19][CH:20]=[CH:21][C:16]=1[C@H:13]1[CH2:12][N:11]([CH2:24][CH2:25][S:26]([CH3:29])(=[O:27])=[O:28])[C:10](=[O:30])[C@H:9]([NH:8][C:32]([N:59]2[CH2:60][CH2:61][CH:56]([N:48]3[C:49]4[C:50](=[N:51][CH:52]=[CH:53][CH:54]=4)[NH:55][C:47]3=[O:46])[CH2:57][CH2:58]2)=[O:33])[CH2:15][CH2:14]1. (6) The product is: [Cl:19][C:20]1[CH:21]=[N+:22]([O-:45])[CH:23]=[C:24]([Cl:44])[C:25]=1[CH2:26][C@@H:27]([C:29]1[CH:34]=[CH:33][C:32]([O:35][CH:36]([F:38])[F:37])=[C:31]([O:39][CH2:40][CH:41]2[CH2:43][CH2:42]2)[CH:30]=1)[O:17][C:16](=[O:18])[CH2:15][N:11]1[C:12]2[C:8](=[CH:7][C:6]([NH:5][S:2]([CH3:1])(=[O:3])=[O:4])=[CH:14][CH:13]=2)[CH2:9][CH2:10]1. Given the reactants [CH3:1][S:2]([NH:5][C:6]1[CH:7]=[C:8]2[C:12](=[CH:13][CH:14]=1)[N:11]([CH2:15][C:16]([OH:18])=[O:17])[CH2:10][CH2:9]2)(=[O:4])=[O:3].[Cl:19][C:20]1[CH:21]=[N+:22]([O-:45])[CH:23]=[C:24]([Cl:44])[C:25]=1[CH2:26][C@@H:27]([C:29]1[CH:34]=[CH:33][C:32]([O:35][CH:36]([F:38])[F:37])=[C:31]([O:39][CH2:40][CH:41]2[CH2:43][CH2:42]2)[CH:30]=1)O.C(Cl)CCl, predict the reaction product. (7) Given the reactants [CH:1]1([C:4]2[N:8]([C@@H:9]([CH2:14][CH2:15][C:16]([O:18][CH3:19])=[O:17])[CH2:10][C:11]([O-:13])=O)[N:7]=[N:6][C:5]=2[CH:20]2[CH2:23][CH:22]([CH2:24][C:25]([CH3:28])([CH3:27])[CH3:26])[CH2:21]2)[CH2:3][CH2:2]1.S(Cl)(Cl)=O.[Cl:33][C:34]1[CH:39]=[C:38]([CH3:40])[CH:37]=[CH:36][C:35]=1[NH2:41], predict the reaction product. The product is: [Cl:33][C:34]1[CH:39]=[C:38]([CH3:40])[CH:37]=[CH:36][C:35]=1[NH:41][C:11]([CH2:10][C@@H:9]([N:8]1[C:4]([CH:1]2[CH2:2][CH2:3]2)=[C:5]([CH:20]2[CH2:23][CH:22]([CH2:24][C:25]([CH3:27])([CH3:28])[CH3:26])[CH2:21]2)[N:6]=[N:7]1)[CH2:14][CH2:15][C:16]([O:18][CH3:19])=[O:17])=[O:13]. (8) Given the reactants [CH2:1]([C:5]1[N:6]=[C:7]([CH3:27])[NH:8][C:9](=[O:26])[C:10]=1[CH2:11][C:12]1[CH:17]=[CH:16][C:15]([C:18]2[C:19]([C:24]#[N:25])=[CH:20][CH:21]=[CH:22][CH:23]=2)=[CH:14][CH:13]=1)[CH2:2][CH2:3][CH3:4].[CH3:28][C:29]1[CH:34]=[CH:33][CH:32]=[CH:31][C:30]=1B(O)O.C(N(CC)CC)C.N1C=CC=CC=1, predict the reaction product. The product is: [CH2:1]([C:5]1[N:6]=[C:7]([CH3:27])[N:8]([C:30]2[CH:31]=[CH:32][CH:33]=[CH:34][C:29]=2[CH3:28])[C:9](=[O:26])[C:10]=1[CH2:11][C:12]1[CH:17]=[CH:16][C:15]([C:18]2[C:19]([C:24]#[N:25])=[CH:20][CH:21]=[CH:22][CH:23]=2)=[CH:14][CH:13]=1)[CH2:2][CH2:3][CH3:4]. (9) Given the reactants [CH2:1]([OH:23])[C@H:2]1[O:7][C@@H:6]([O:8][C@H:9]2[C@H:14]([OH:15])[C@H:13]([OH:16])[CH:12]([OH:17])[O:11][C@@H:10]2[CH2:18][OH:19])[C@@H:5]([OH:20])[C@@H:4]([OH:21])[C@@H:3]1[OH:22].[OH:24][CH:25]1[O:32][C@H:31]([CH2:33][OH:34])[C@@H:29]([OH:30])[C@H:27]([OH:28])[C@H:26]1[NH:35][C:36]([CH3:38])=[O:37], predict the reaction product. The product is: [OH:24][CH:25]1[O:32][C@H:31]([CH2:33][OH:34])[C@@H:29]([OH:30])[C@H:27]([OH:28])[C@H:26]1[NH:35][C:36]([CH3:38])=[O:37].[CH2:1]([OH:23])[C@H:2]1[O:7][C@@H:6]([O:8][C@H:9]2[C@H:14]([OH:15])[C@H:13]([OH:16])[CH:12]([OH:17])[O:11][C@@H:10]2[CH2:18][OH:19])[C@@H:5]([OH:20])[C@@H:4]([OH:21])[C@@H:3]1[OH:22]. (10) Given the reactants [CH2:1]([O:3][C:4]([N:6]1[CH2:11][CH2:10][N:9]([CH2:12][C:13]#[CH:14])[CH2:8][CH2:7]1)=[O:5])[CH3:2].[Cl:15][C:16]1[CH:17]=[C:18](I)[CH:19]=[CH:20][CH:21]=1.O, predict the reaction product. The product is: [CH2:1]([O:3][C:4]([N:6]1[CH2:7][CH2:8][N:9]([CH2:12][C:13]#[C:14][C:20]2[CH:19]=[CH:18][CH:17]=[C:16]([Cl:15])[CH:21]=2)[CH2:10][CH2:11]1)=[O:5])[CH3:2].